This data is from Retrosynthesis with 50K atom-mapped reactions and 10 reaction types from USPTO. The task is: Predict the reactants needed to synthesize the given product. Given the product FC(F)(F)Oc1ccc(-c2cccc3ccn(Cc4ccccc4)c23)cc1, predict the reactants needed to synthesize it. The reactants are: Brc1cccc2ccn(Cc3ccccc3)c12.OB(O)c1ccc(OC(F)(F)F)cc1.